Dataset: NCI-60 drug combinations with 297,098 pairs across 59 cell lines. Task: Regression. Given two drug SMILES strings and cell line genomic features, predict the synergy score measuring deviation from expected non-interaction effect. Drug 1: C1=CC=C(C=C1)NC(=O)CCCCCCC(=O)NO. Drug 2: C1=NNC2=C1C(=O)NC=N2. Cell line: SK-MEL-5. Synergy scores: CSS=29.4, Synergy_ZIP=-1.31, Synergy_Bliss=-3.84, Synergy_Loewe=-27.1, Synergy_HSA=-4.23.